Dataset: Reaction yield outcomes from USPTO patents with 853,638 reactions. Task: Predict the reaction yield, written as a fraction of the theoretical maximum amount of product (1.0 means a 100% yield; for example, 0.34 means a 34% yield). (1) The reactants are [NH2:1][CH:2]1[CH2:7][CH2:6][N:5]([S:8]([C:11]2[CH:12]=[C:13]3[C:17](=[CH:18][CH:19]=2)[N:16]([C:20]([CH:22]2[CH2:24][CH2:23]2)=[O:21])[CH2:15][CH2:14]3)(=[O:10])=[O:9])[CH2:4][CH2:3]1.C(N(C(C)C)CC)(C)C.[C:34](Cl)(=[O:37])[CH:35]=[CH2:36]. The catalyst is C1COCC1.CCOC(C)=O. The product is [CH:22]1([C:20]([N:16]2[C:17]3[C:13](=[CH:12][C:11]([S:8]([N:5]4[CH2:6][CH2:7][CH:2]([NH:1][C:34](=[O:37])[CH:35]=[CH2:36])[CH2:3][CH2:4]4)(=[O:10])=[O:9])=[CH:19][CH:18]=3)[CH2:14][CH2:15]2)=[O:21])[CH2:23][CH2:24]1. The yield is 0.350. (2) The reactants are [F:1][C:2]([F:14])([C:8]1[CH:13]=[CH:12][CH:11]=[CH:10][CH:9]=1)[C:3]([O:5]CC)=[O:4].[OH-].[Na+].Cl. No catalyst specified. The product is [C:8]1([C:2]([C:3]([OH:5])=[O:4])([F:14])[F:1])[CH:9]=[CH:10][CH:11]=[CH:12][CH:13]=1. The yield is 0.810. (3) The reactants are [CH3:1][C:2]1[N:7]=[CH:6][N:5]=[C:4]([NH2:8])[CH:3]=1.[N+:9]([C:12]1[CH:17]=[CH:16][C:15]([S:18](Cl)(=[O:20])=[O:19])=[CH:14][CH:13]=1)([O-:11])=[O:10]. The catalyst is N1C=CC=CC=1. The product is [CH3:1][C:2]1[N:7]=[CH:6][N:5]=[C:4]([NH:8][S:18]([C:15]2[CH:14]=[CH:13][C:12]([N+:9]([O-:11])=[O:10])=[CH:17][CH:16]=2)(=[O:19])=[O:20])[CH:3]=1. The yield is 0.260. (4) The reactants are [CH:1]([C:4]1[CH:9]=[CH:8][CH:7]=[CH:6][C:5]=1[NH:10][C:11]([NH:13]/[N:14]=[CH:15]/[C:16]1[CH:21]=[CH:20][C:19]([C:22]2[N:26]=[CH:25][N:24]([C:27]3[CH:32]=[CH:31][C:30]([O:33][C:34]([F:37])([F:36])[F:35])=[CH:29][CH:28]=3)[N:23]=2)=[CH:18][CH:17]=1)=[S:12])([CH3:3])[CH3:2].C(=O)([O-])[O-].[K+].[K+].Br[CH2:45][CH2:46]Cl. The catalyst is CC(=O)CC.C(Cl)Cl. The product is [CH:1]([C:4]1[CH:9]=[CH:8][CH:7]=[CH:6][C:5]=1[N:10]1[CH2:46][CH2:45][S:12]/[C:11]/1=[N:13]/[N:14]=[CH:15]\[C:16]1[CH:17]=[CH:18][C:19]([C:22]2[N:26]=[CH:25][N:24]([C:27]3[CH:28]=[CH:29][C:30]([O:33][C:34]([F:37])([F:35])[F:36])=[CH:31][CH:32]=3)[N:23]=2)=[CH:20][CH:21]=1)([CH3:3])[CH3:2]. The yield is 0.610. (5) The reactants are [CH:1]1([NH:7][C:8]2[C:16]([N+:17]([O-:19])=[O:18])=[CH:15][C:11]([C:12]([OH:14])=[O:13])=[CH:10][N:9]=2)[CH2:6][CH2:5][CH2:4][CH2:3][CH2:2]1.Cl[Si](C)(C)[CH3:22]. The catalyst is CO. The product is [CH:1]1([NH:7][C:8]2[C:16]([N+:17]([O-:19])=[O:18])=[CH:15][C:11]([C:12]([O:14][CH3:22])=[O:13])=[CH:10][N:9]=2)[CH2:6][CH2:5][CH2:4][CH2:3][CH2:2]1. The yield is 0.890. (6) The yield is 0.360. The reactants are C(Cl)CCl.C1C=CC2N(O)N=NC=2C=1.C(N(CC)CC)C.[N+:22]([C:25]1[C:26]([C:30]([OH:32])=O)=[N:27][NH:28][CH:29]=1)([O-:24])=[O:23].Cl.Cl.[CH3:35][O:36][C:37]1[CH:38]=[C:39]([NH2:46])[C:40]([NH2:45])=[CH:41][C:42]=1[O:43][CH3:44]. The catalyst is CN(C=O)C. The product is [NH2:45][C:40]1[CH:41]=[C:42]([O:43][CH3:44])[C:37]([O:36][CH3:35])=[CH:38][C:39]=1[NH:46][C:30]([C:26]1[C:25]([N+:22]([O-:24])=[O:23])=[CH:29][NH:28][N:27]=1)=[O:32]. (7) The reactants are [Cl:1][C:2]1[C:11]([C:12]([OH:14])=[O:13])=[C:10]([NH:15][CH2:16][C:17]2[CH:22]=[CH:21][C:20]([O:23][CH3:24])=[C:19]([Cl:25])[CH:18]=2)[C:9]2[C:4](=[CH:5][CH:6]=[C:7]([C:26]#[N:27])[CH:8]=2)[N:3]=1.[F:28][C:29]1[C:34](O)=[C:33]([F:36])[C:32]([F:37])=[C:31]([F:38])[C:30]=1[F:39].C1CCC(N=C=NC2CCCCC2)CC1.CCOC(C)=O. The catalyst is CN(C=O)C.O1CCOCC1. The product is [Cl:1][C:2]1[C:11]([C:12]([O:14][C:34]2[C:33]([F:36])=[C:32]([F:37])[C:31]([F:38])=[C:30]([F:39])[C:29]=2[F:28])=[O:13])=[C:10]([NH:15][CH2:16][C:17]2[CH:22]=[CH:21][C:20]([O:23][CH3:24])=[C:19]([Cl:25])[CH:18]=2)[C:9]2[C:4](=[CH:5][CH:6]=[C:7]([C:26]#[N:27])[CH:8]=2)[N:3]=1. The yield is 0.560. (8) The reactants are [F:1][C:2]([C:7]1[N:12]=[CH:11][C:10]2[C:13]([CH3:17])([CH3:16])[CH2:14][NH:15][C:9]=2[CH:8]=1)([F:6])[CH2:3][CH2:4][CH3:5].Cl[CH2:19][C:20](Cl)=[O:21].[C:23]([O:27][C:28]([N:30]1[CH2:35][C@H:34]([CH2:36][N:37]2[CH2:42][CH2:41][O:40][CH2:39][CH2:38]2)[NH:33][CH2:32][C@H:31]1[CH3:43])=[O:29])([CH3:26])([CH3:25])[CH3:24]. The catalyst is C(Cl)Cl.N1C=CC=CC=1. The product is [C:23]([O:27][C:28]([N:30]1[CH2:35][C@H:34]([CH2:36][N:37]2[CH2:38][CH2:39][O:40][CH2:41][CH2:42]2)[N:33]([CH2:19][C:20]([N:15]2[C:9]3[CH:8]=[C:7]([C:2]([F:6])([F:1])[CH2:3][CH2:4][CH3:5])[N:12]=[CH:11][C:10]=3[C:13]([CH3:16])([CH3:17])[CH2:14]2)=[O:21])[CH2:32][C@H:31]1[CH3:43])=[O:29])([CH3:26])([CH3:24])[CH3:25]. The yield is 0.120.